From a dataset of Forward reaction prediction with 1.9M reactions from USPTO patents (1976-2016). Predict the product of the given reaction. Given the reactants [CH3:1][C:2]1[CH:3]=[C:4]([O:9][CH3:10])[CH:5]=[C:6]([CH3:8])[CH:7]=1.[Cl:11][S:12](O)(=[O:14])=[O:13], predict the reaction product. The product is: [CH3:10][O:9][C:4]1[CH:5]=[C:6]([CH3:8])[C:7]([S:12]([Cl:11])(=[O:14])=[O:13])=[C:2]([CH3:1])[CH:3]=1.